From a dataset of NCI-60 drug combinations with 297,098 pairs across 59 cell lines. Regression. Given two drug SMILES strings and cell line genomic features, predict the synergy score measuring deviation from expected non-interaction effect. Drug 1: CC1C(C(=O)NC(C(=O)N2CCCC2C(=O)N(CC(=O)N(C(C(=O)O1)C(C)C)C)C)C(C)C)NC(=O)C3=C4C(=C(C=C3)C)OC5=C(C(=O)C(=C(C5=N4)C(=O)NC6C(OC(=O)C(N(C(=O)CN(C(=O)C7CCCN7C(=O)C(NC6=O)C(C)C)C)C)C(C)C)C)N)C. Drug 2: C1CN(CCN1C(=O)CCBr)C(=O)CCBr. Cell line: UACC62. Synergy scores: CSS=31.5, Synergy_ZIP=-11.8, Synergy_Bliss=-3.77, Synergy_Loewe=-17.9, Synergy_HSA=-2.48.